Dataset: Forward reaction prediction with 1.9M reactions from USPTO patents (1976-2016). Task: Predict the product of the given reaction. Given the reactants [NH:1]1[C:9]2[CH:8]=[CH:7][N:6]=[C:5]([N:10]3[CH2:15][CH2:14][N:13]([CH2:16][CH2:17][C:18]4[C:26]5[C:21](=[CH:22][CH:23]=[C:24]([CH:27]([C:29]6[N:30]=[CH:31][N:32](C(C7C=CC=CC=7)(C7C=CC=CC=7)C7C=CC=CC=7)[CH:33]=6)O)[CH:25]=5)[NH:20][CH:19]=4)[CH2:12][CH2:11]3)[C:4]=2[CH:3]=[CH:2]1.C([SiH](CC)CC)C.FC(F)(F)C(O)=O.C([O-])(O)=O.[Na+].Cl, predict the reaction product. The product is: [NH:30]1[C:29]([CH2:27][C:24]2[CH:25]=[C:26]3[C:21](=[CH:22][CH:23]=2)[NH:20][CH:19]=[C:18]3[CH2:17][CH2:16][N:13]2[CH2:14][CH2:15][N:10]([C:5]3[C:4]4[CH:3]=[CH:2][NH:1][C:9]=4[CH:8]=[CH:7][N:6]=3)[CH2:11][CH2:12]2)=[CH:33][N:32]=[CH:31]1.